This data is from Full USPTO retrosynthesis dataset with 1.9M reactions from patents (1976-2016). The task is: Predict the reactants needed to synthesize the given product. (1) The reactants are: [C:1]([O:5][C:6]([N:8]1[CH2:13][CH2:12][C:11]([CH3:17])([C:14](O)=[O:15])[CH2:10][CH2:9]1)=[O:7])([CH3:4])([CH3:3])[CH3:2].C1N=C[N:20](C(N2C=NC=C2)=O)C=1.[OH-].[NH4+]. Given the product [C:14]([C:11]1([CH3:17])[CH2:12][CH2:13][N:8]([C:6]([O:5][C:1]([CH3:4])([CH3:3])[CH3:2])=[O:7])[CH2:9][CH2:10]1)(=[O:15])[NH2:20], predict the reactants needed to synthesize it. (2) The reactants are: Br[C:2]1[C:6]2[C:7](=[O:11])[NH:8][CH2:9][CH2:10][C:5]=2[NH:4][C:3]=1[C:12]1[CH:21]=[CH:20][CH:19]=[C:18]2[C:13]=1[N:14]=[C:15]([NH:23][C:24]([CH3:27])([CH3:26])[CH3:25])[C:16]([CH3:22])=[N:17]2.[CH3:28][Zn]C. Given the product [C:24]([NH:23][C:15]1[C:16]([CH3:22])=[N:17][C:18]2[C:13]([N:14]=1)=[C:12]([C:3]1[NH:4][C:5]3[CH2:10][CH2:9][NH:8][C:7](=[O:11])[C:6]=3[C:2]=1[CH3:28])[CH:21]=[CH:20][CH:19]=2)([CH3:27])([CH3:26])[CH3:25], predict the reactants needed to synthesize it. (3) The reactants are: [O:1]1[C:6]2[CH:7]=[CH:8][CH:9]=[CH:10][C:5]=2[N:4]([CH2:11][CH2:12][O:13][C:14]2[CH:19]=[CH:18][C:17]([CH2:20][CH:21]([O:25][CH2:26][CH3:27])[C:22]([OH:24])=O)=[CH:16][CH:15]=2)[CH2:3][CH2:2]1.[CH2:28]([NH2:35])[C:29]1[CH:34]=[CH:33][CH:32]=[CH:31][CH:30]=1. Given the product [CH2:28]([NH:35][C:22](=[O:24])[CH:21]([O:25][CH2:26][CH3:27])[CH2:20][C:17]1[CH:16]=[CH:15][C:14]([O:13][CH2:12][CH2:11][N:4]2[C:5]3[CH:10]=[CH:9][CH:8]=[CH:7][C:6]=3[O:1][CH2:2][CH2:3]2)=[CH:19][CH:18]=1)[C:29]1[CH:34]=[CH:33][CH:32]=[CH:31][CH:30]=1, predict the reactants needed to synthesize it. (4) Given the product [OH:46][CH2:45][C:44]([N:43](/[CH:4]=[CH:5]\[C@H:23]([OH:24])[CH:22]([O:25][CH3:26])[O:21][CH3:20])[CH2:42][CH2:32][CH2:33][NH:34][C:35]([CH2:36][OH:37])([CH2:38][OH:39])[CH2:40][OH:41])([CH2:47][OH:48])[CH2:49][OH:50], predict the reactants needed to synthesize it. The reactants are: [Si](O[C@@H]1C[C@@H](CO)OC(=O)C1)([C:4](C)(C)[CH3:5])(C)C.[Na+].[Cl-].[CH3:20][O:21][CH:22]([O:25][CH3:26])[CH:23]=[O:24].C(=O)C.[OH-].[Na+].[CH2:32]([CH2:42][NH:43][C:44]([CH2:49][OH:50])([CH2:47][OH:48])[CH2:45][OH:46])[CH2:33][NH:34][C:35]([CH2:40][OH:41])([CH2:38][OH:39])[CH2:36][OH:37]. (5) Given the product [C:1]([O:5][C:6]([NH:8][CH2:9][C@H:10]1[CH2:15][CH2:14][C@H:13]([C:16]([NH:18][C@H:19]([C:37](=[O:50])[NH:38][C:39]2[CH:40]=[CH:41][C:42]([C:45]3[NH:49][N:48]=[N:47][N:46]=3)=[CH:43][CH:44]=2)[CH2:20][C:21]2[CH:22]=[CH:23][C:24]([C:27]3[C:28]([CH3:36])=[CH:29][C:30]([C:33]([NH:51][CH:52]4[CH2:57][CH2:56][N:55]([C:58]([O:60][C:61]([CH3:62])([CH3:64])[CH3:63])=[O:59])[CH2:54][CH:53]4[F:65])=[O:34])=[N:31][CH:32]=3)=[CH:25][CH:26]=2)=[O:17])[CH2:12][CH2:11]1)=[O:7])([CH3:4])([CH3:2])[CH3:3], predict the reactants needed to synthesize it. The reactants are: [C:1]([O:5][C:6]([NH:8][CH2:9][C@H:10]1[CH2:15][CH2:14][C@H:13]([C:16]([NH:18][C@H:19]([C:37](=[O:50])[NH:38][C:39]2[CH:44]=[CH:43][C:42]([C:45]3[NH:49][N:48]=[N:47][N:46]=3)=[CH:41][CH:40]=2)[CH2:20][C:21]2[CH:26]=[CH:25][C:24]([C:27]3[C:28]([CH3:36])=[CH:29][C:30]([C:33](O)=[O:34])=[N:31][CH:32]=3)=[CH:23][CH:22]=2)=[O:17])[CH2:12][CH2:11]1)=[O:7])([CH3:4])([CH3:3])[CH3:2].[NH2:51][CH:52]1[CH2:57][CH2:56][N:55]([C:58]([O:60][C:61]([CH3:64])([CH3:63])[CH3:62])=[O:59])[CH2:54][CH:53]1[F:65].C(N(CC)C(C)C)(C)C.F[P-](F)(F)(F)(F)F.CN(C(ON1C2=NC=CC=C2N=N1)=[N+](C)C)C. (6) Given the product [CH3:18][C:14]([N:8]1[C:9]([OH:13])=[C:10]([C:30]([NH:29][CH2:32][C:33]([OH:35])=[O:34])=[O:31])[C:11](=[O:12])[N:6]([C:2]([CH3:1])([CH3:5])[CH2:3][CH3:4])[C:7]1=[O:19])([CH3:17])[CH2:15][CH3:16], predict the reactants needed to synthesize it. The reactants are: [CH3:1][C:2]([N:6]1[C:11](=[O:12])[CH2:10][C:9](=[O:13])[N:8]([C:14]([CH3:18])([CH3:17])[CH2:15][CH3:16])[C:7]1=[O:19])([CH3:5])[CH2:3][CH3:4].C(N(C(C)C)CC)(C)C.[N:29]([CH2:32][C:33]([O:35]CC)=[O:34])=[C:30]=[O:31]. (7) Given the product [C:19]1([C:25]2=[CH:26][C:27]3[C:28]([CH:33]([OH:36])[CH2:34][CH2:35]2)=[N:29][CH:30]=[CH:31][CH:32]=3)[CH:24]=[CH:23][CH:22]=[CH:21][CH:20]=1, predict the reactants needed to synthesize it. The reactants are: CCCC[N+](CCCC)(CCCC)CCCC.[F-].[C:19]1([C:25]2=[CH:26][C:27]3[C:28]([CH:33]([O:36][Si](C(C)C)(C(C)C)C(C)C)[CH2:34][CH2:35]2)=[N:29][CH:30]=[CH:31][CH:32]=3)[CH:24]=[CH:23][CH:22]=[CH:21][CH:20]=1.